This data is from Forward reaction prediction with 1.9M reactions from USPTO patents (1976-2016). The task is: Predict the product of the given reaction. (1) Given the reactants C(OC(=O)[NH:7][C@H:8]([CH2:19][CH:20]([CH3:22])[CH3:21])[C:9]([NH:11][C:12]1[CH:17]=[CH:16][C:15](Br)=[CH:14][CH:13]=1)=[O:10])(C)(C)C.[CH3:24][O:25][C:26]1[CH:27]=[N:28][CH:29]=[CH:30][C:31]=1B(O)O.C(O)(C(F)(F)F)=O, predict the reaction product. The product is: [NH2:7][C@H:8]([CH2:19][CH:20]([CH3:21])[CH3:22])[C:9]([NH:11][C:12]1[CH:13]=[CH:14][C:15]([C:31]2[CH:30]=[CH:29][N:28]=[CH:27][C:26]=2[O:25][CH3:24])=[CH:16][CH:17]=1)=[O:10]. (2) The product is: [CH3:37][O:36][C:33]1[N:34]=[CH:35][C:30]([CH2:29][N:1]2[C:9]3[C:4](=[CH:5][CH:6]=[CH:7][CH:8]=3)[C:3]3([CH2:13][O:12][C:11]4[CH:14]=[C:15]5[C:19](=[CH:20][C:10]3=4)[CH2:18][CH2:17][O:16]5)[C:2]2=[O:21])=[CH:31][N:32]=1. Given the reactants [NH:1]1[C:9]2[C:4](=[CH:5][CH:6]=[CH:7][CH:8]=2)[C:3]2([CH2:13][O:12][C:11]3[CH:14]=[C:15]4[C:19](=[CH:20][C:10]2=3)[CH2:18][CH2:17][O:16]4)[C:2]1=[O:21].C(=O)([O-])[O-].[Cs+].[Cs+].Cl[CH2:29][C:30]1[CH:31]=[N:32][C:33]([O:36][CH3:37])=[N:34][CH:35]=1.O, predict the reaction product. (3) The product is: [Cl:20][CH2:21][C:22]([C:2]1[CH:7]=[N:6][C:5]([N:8]2[C:12]([CH3:13])=[CH:11][CH:10]=[C:9]2[CH3:14])=[CH:4][CH:3]=1)=[O:23]. Given the reactants Br[C:2]1[CH:3]=[CH:4][C:5]([N:8]2[C:12]([CH3:13])=[CH:11][CH:10]=[C:9]2[CH3:14])=[N:6][CH:7]=1.C([Li])CCC.[Cl:20][CH2:21][C:22](N(OC)C)=[O:23].Cl, predict the reaction product. (4) Given the reactants [CH:1]([C:4]1[CH:9]=[CH:8][CH:7]=[CH:6][C:5]=1[NH:10][C:11]1[C:12]([C:20]2[CH:25]=[CH:24][CH:23]=[CH:22][CH:21]=2)=[CH:13][CH:14]=[CH:15][C:16]=1[N+:17]([O-])=O)([CH3:3])[CH3:2], predict the reaction product. The product is: [CH:1]([C:4]1[CH:9]=[CH:8][CH:7]=[CH:6][C:5]=1[NH:10][C:11]1[C:16]([NH2:17])=[CH:15][CH:14]=[CH:13][C:12]=1[C:20]1[CH:25]=[CH:24][CH:23]=[CH:22][CH:21]=1)([CH3:3])[CH3:2]. (5) Given the reactants [CH2:1]([SH:4])[CH2:2][CH3:3].C[Si]([N-][Si](C)(C)C)(C)C.[Na+].[CH2:15]1COCC1.Cl[C:21]1[N:22]=[C:23]([NH:37][CH3:38])[C:24]2[N:25]=[C:26]([NH:33][CH2:34][CH2:35][CH3:36])[N:27]=C(NC)[C:29]=2[N:30]=1.[CH3:39][N:40]([CH:42]=O)[CH3:41], predict the reaction product. The product is: [CH3:39][N:40]([CH3:41])[C:42]1[C:29]2[N:30]=[C:21]([S:4][CH2:1][CH2:2][CH3:3])[N:22]=[C:23]([N:37]([CH3:38])[CH3:15])[C:24]=2[N:25]=[C:26]([NH:33][CH2:34][CH2:35][CH3:36])[N:27]=1. (6) Given the reactants [C:1]([C:3]1[C:4]2[N:42](COCC[Si](C)(C)C)[CH:41]=[N:40][C:5]=2[C:6]([CH2:31][C:32]2[C:37]([Cl:38])=[CH:36][CH:35]=[CH:34][C:33]=2[Cl:39])=[N:7][C:8]=1[NH:9][C:10]1[C:15]([F:16])=[CH:14][C:13]([N:17]2[CH2:22][CH2:21][N:20](C(OC(C)(C)C)=O)[CH2:19][CH2:18]2)=[C:12]([CH3:30])[CH:11]=1)#[N:2].S(=O)(=O)(O)[OH:52], predict the reaction product. The product is: [Cl:38][C:37]1[CH:36]=[CH:35][CH:34]=[C:33]([Cl:39])[C:32]=1[CH2:31][C:6]1[C:5]2[N:40]=[CH:41][NH:42][C:4]=2[C:3]([C:1]([NH2:2])=[O:52])=[C:8]([NH:9][C:10]2[CH:11]=[C:12]([CH3:30])[C:13]([N:17]3[CH2:18][CH2:19][NH:20][CH2:21][CH2:22]3)=[CH:14][C:15]=2[F:16])[N:7]=1. (7) The product is: [C:2]([N+:6]([O-:7])=[CH:23][C:10]1[C:11]([S:19]([OH:22])(=[O:21])=[O:20])=[N:12][C:13]([S:15]([OH:18])(=[O:16])=[O:17])=[CH:14][C:9]=1[F:8])([CH3:5])([CH3:4])[CH3:3]. Given the reactants Cl.[C:2]([NH:6][OH:7])([CH3:5])([CH3:4])[CH3:3].[F:8][C:9]1[CH:14]=[C:13]([S:15]([OH:18])(=[O:17])=[O:16])[N:12]=[C:11]([S:19]([OH:22])(=[O:21])=[O:20])[C:10]=1[CH:23]=O, predict the reaction product. (8) Given the reactants [Cl:1][C:2]1[CH:10]=[C:9]2[C:5]([C:6]([CH:11]=[O:12])=[CH:7][NH:8]2)=[CH:4][CH:3]=1.[H-].[Na+].[CH3:15][O:16][C:17]1[CH:22]=[CH:21][C:20]([S:23](Cl)(=[O:25])=[O:24])=[CH:19][C:18]=1[N:27]1[CH2:32][CH2:31][O:30][CH2:29][CH2:28]1, predict the reaction product. The product is: [Cl:1][C:2]1[CH:10]=[C:9]2[C:5]([C:6]([CH:11]=[O:12])=[CH:7][N:8]2[S:23]([C:20]2[CH:21]=[CH:22][C:17]([O:16][CH3:15])=[C:18]([N:27]3[CH2:32][CH2:31][O:30][CH2:29][CH2:28]3)[CH:19]=2)(=[O:24])=[O:25])=[CH:4][CH:3]=1. (9) Given the reactants [N:1]1[C:8]([Cl:9])=[N:7][C:5](Cl)=[N:4][C:2]=1Cl.[C:10]1([OH:16])[CH:15]=[CH:14][CH:13]=[CH:12][CH:11]=1.[OH-].[Na+].[O-:19][C:20]1[CH:25]=[CH:24][CH:23]=[CH:22][CH:21]=1.[Na+], predict the reaction product. The product is: [O:16]([C:2]1[N:4]=[C:5]([O:19][C:20]2[CH:25]=[CH:24][CH:23]=[CH:22][CH:21]=2)[N:7]=[C:8]([Cl:9])[N:1]=1)[C:10]1[CH:15]=[CH:14][CH:13]=[CH:12][CH:11]=1. (10) Given the reactants BrC1C=CC2[C:8]3([C:23](=O)OC=2C=1)[C:16]1[C:11](=[CH:12][CH:13]=[CH:14][CH:15]=1)[N:10]([CH2:17][C@H:18]1[CH2:22][CH2:21][CH2:20][O:19]1)[CH2:9]3.[C:26](=[NH:39])(C1C=CC=CC=1)[C:27]1C=CC=C[CH:28]=1.C[C:41]([CH3:44])([O-:43])[CH3:42].[Na+].C(OCC)(=[O:48])C, predict the reaction product. The product is: [NH2:39][C:26]1[CH:27]=[CH:28][C:44]2[C:8]3([CH2:23][O:43][C:41]=2[CH:42]=1)[C:16]1[C:11](=[CH:12][CH:13]=[CH:14][CH:15]=1)[N:10]([CH2:17][C@H:18]1[CH2:22][CH2:21][CH2:20][O:19]1)[C:9]3=[O:48].